This data is from Full USPTO retrosynthesis dataset with 1.9M reactions from patents (1976-2016). The task is: Predict the reactants needed to synthesize the given product. (1) Given the product [C:19]([N:16]1[CH2:15][CH2:14][N:13]([C:10]2[CH:9]=[CH:8][C:7]([CH2:6][N:5]([CH:1]3[CH2:4][CH2:3][CH2:2]3)[S:36]([CH2:35][C:29]3[CH:34]=[CH:33][CH:32]=[CH:31][CH:30]=3)(=[O:38])=[O:37])=[CH:12][CH:11]=2)[CH2:18][CH2:17]1)(=[O:21])[CH3:20], predict the reactants needed to synthesize it. The reactants are: [CH:1]1([NH:5][CH2:6][C:7]2[CH:12]=[CH:11][C:10]([N:13]3[CH2:18][CH2:17][N:16]([C:19](=[O:21])[CH3:20])[CH2:15][CH2:14]3)=[CH:9][CH:8]=2)[CH2:4][CH2:3][CH2:2]1.C(N(CC)CC)C.[C:29]1([CH2:35][S:36](Cl)(=[O:38])=[O:37])[CH:34]=[CH:33][CH:32]=[CH:31][CH:30]=1. (2) Given the product [Cl:8][C:9]1[CH:10]=[C:11]([C:40]([F:42])([F:41])[F:43])[C:12]2[N:13]([N:16]=[C:17]([CH2:19][CH2:20][C:21]3[NH:25][N:24]=[C:23]([N:35]4[CH2:36][CH2:37][CH2:38][CH2:39]4)[N:22]=3)[N:18]=2)[C:14]=1[CH3:15], predict the reactants needed to synthesize it. The reactants are: FC(F)(F)C(O)=O.[Cl:8][C:9]1[CH:10]=[C:11]([C:40]([F:43])([F:42])[F:41])[C:12]2[N:13]([N:16]=[C:17]([CH2:19][CH2:20][C:21]3[N:25](CC4C=CC(OC)=CC=4)[N:24]=[C:23]([N:35]4[CH2:39][CH2:38][CH2:37][CH2:36]4)[N:22]=3)[N:18]=2)[C:14]=1[CH3:15]. (3) Given the product [CH2:19]([O:8][C:5]1[CH:6]=[CH:7][C:2]([Cl:1])=[CH:3][C:4]=1[CH:9]1[CH2:14][CH2:13][CH2:12][CH2:11][CH2:10]1)[CH:18]=[CH2:17], predict the reactants needed to synthesize it. The reactants are: [Cl:1][C:2]1[CH:7]=[CH:6][C:5]([OH:8])=[C:4]([CH:9]2[CH2:14][CH2:13][CH2:12][CH2:11][CH2:10]2)[CH:3]=1.[H-].[Na+].[CH2:17](Br)[CH:18]=[CH2:19]. (4) Given the product [Cl:1][C:2]1[CH:3]=[C:4]2[C:10]([C:11]3[N:16]=[C:15]([NH:31][CH:32]4[CH2:36][CH2:35][N:34]([CH3:37])[C:33]4=[O:38])[C:14]([F:20])=[CH:13][N:12]=3)=[CH:9][NH:8][C:5]2=[N:6][CH:7]=1, predict the reactants needed to synthesize it. The reactants are: [Cl:1][C:2]1[CH:3]=[C:4]2[C:10]([C:11]3[N:16]=[C:15](S(C)=O)[C:14]([F:20])=[CH:13][N:12]=3)=[CH:9][N:8](S(C3C=CC(C)=CC=3)(=O)=O)[C:5]2=[N:6][CH:7]=1.[NH2:31][CH:32]1[CH2:36][CH2:35][N:34]([CH3:37])[C:33]1=[O:38].C[O-].[Na+]. (5) Given the product [CH3:24][C:25]1([CH3:37])[O:29][C@H:28]([CH2:30][N:31]2[CH:35]=[CH:34][C:33]([NH:36][C:12](=[O:14])[C@@H:11]([N:9]3[CH2:10][C:6]([O:5][C:4]4[CH:20]=[CH:21][CH:22]=[C:2]([Br:1])[C:3]=4[F:23])=[CH:7][C:8]3=[O:19])[CH2:15][CH:16]([CH3:18])[CH3:17])=[N:32]2)[CH2:27][O:26]1, predict the reactants needed to synthesize it. The reactants are: [Br:1][C:2]1[C:3]([F:23])=[C:4]([CH:20]=[CH:21][CH:22]=1)[O:5][C:6]1[CH2:10][N:9]([C@@H:11]([CH2:15][CH:16]([CH3:18])[CH3:17])[C:12]([OH:14])=O)[C:8](=[O:19])[CH:7]=1.[CH3:24][C:25]1([CH3:37])[O:29][C@H:28]([CH2:30][N:31]2[CH:35]=[CH:34][C:33]([NH2:36])=[N:32]2)[CH2:27][O:26]1.F[P-](F)(F)(F)(F)F.N1(O[P+](N(C)C)(N(C)C)N(C)C)C2C=CC=CC=2N=N1.C(N(CC)CC)C.